Task: Predict the product of the given reaction.. Dataset: Forward reaction prediction with 1.9M reactions from USPTO patents (1976-2016) Given the reactants Cl[C:2]1[N:7]=[C:6]2[N:8]([C:13]3[CH:18]=[CH:17][CH:16]=[CH:15][CH:14]=3)[N:9]=[C:10]([CH2:11][CH3:12])[C:5]2=[CH:4][N:3]=1.[CH:19]([N:32]1[CH2:35][CH:34]([N:36]2[CH2:41][CH2:40][NH:39][CH2:38][CH2:37]2)[CH2:33]1)([C:26]1[CH:31]=[CH:30][CH:29]=[CH:28][CH:27]=1)[C:20]1[CH:25]=[CH:24][CH:23]=[CH:22][CH:21]=1.C(N(CC)CC)C, predict the reaction product. The product is: [CH:19]([N:32]1[CH2:35][CH:34]([N:36]2[CH2:41][CH2:40][N:39]([C:2]3[N:7]=[C:6]4[N:8]([C:13]5[CH:18]=[CH:17][CH:16]=[CH:15][CH:14]=5)[N:9]=[C:10]([CH2:11][CH3:12])[C:5]4=[CH:4][N:3]=3)[CH2:38][CH2:37]2)[CH2:33]1)([C:20]1[CH:21]=[CH:22][CH:23]=[CH:24][CH:25]=1)[C:26]1[CH:27]=[CH:28][CH:29]=[CH:30][CH:31]=1.